From a dataset of Forward reaction prediction with 1.9M reactions from USPTO patents (1976-2016). Predict the product of the given reaction. (1) The product is: [NH:12]1[C:13]2[C:18](=[CH:17][CH:16]=[CH:15][CH:14]=2)[C:10]([C:8](=[O:9])[CH:32]([NH:31][C:30]2[CH:39]=[CH:40][CH:41]=[C:28]([O:27][CH3:26])[CH:29]=2)[C:33]2[CH:37]=[C:36]([CH3:38])[O:35][N:34]=2)=[CH:11]1. Given the reactants C(N(CC)CC)C.[CH:8]([C:10]1[C:18]2[C:13](=[CH:14][CH:15]=[CH:16][CH:17]=2)[N:12](C(OC(C)(C)C)=O)[CH:11]=1)=[O:9].[CH3:26][O:27][C:28]1[CH:29]=[C:30]([CH:39]=[CH:40][CH:41]=1)[N:31]=[CH:32][C:33]1[CH:37]=[C:36]([CH3:38])[O:35][N:34]=1, predict the reaction product. (2) Given the reactants [BH4-].[Na+].[Cl:3][C:4]1[CH:5]=[C:6]([C:11]2([C:28]([F:31])([F:30])[F:29])[CH2:15][CH2:14][N:13]([C:16]3[S:17][C:18]4[C:24]([C:25](Cl)=[O:26])=[CH:23][CH:22]=[CH:21][C:19]=4[N:20]=3)[CH2:12]2)[CH:7]=[C:8]([Cl:10])[CH:9]=1.O, predict the reaction product. The product is: [Cl:10][C:8]1[CH:7]=[C:6]([C:11]2([C:28]([F:29])([F:31])[F:30])[CH2:15][CH2:14][N:13]([C:16]3[S:17][C:18]4[C:24]([CH2:25][OH:26])=[CH:23][CH:22]=[CH:21][C:19]=4[N:20]=3)[CH2:12]2)[CH:5]=[C:4]([Cl:3])[CH:9]=1. (3) Given the reactants Br[C:2]1[N:11]=[C:10]2[C:5]([CH:6]([OH:12])[CH2:7][CH2:8][NH:9]2)=[CH:4][CH:3]=1.C([Li])CCC.CO.[Br:20]N1C(=O)CCC1=O, predict the reaction product. The product is: [Br:20][C:3]1[CH:4]=[C:5]2[C:10](=[N:11][CH:2]=1)[NH:9][CH2:8][CH2:7][CH:6]2[OH:12].